This data is from Forward reaction prediction with 1.9M reactions from USPTO patents (1976-2016). The task is: Predict the product of the given reaction. (1) The product is: [C:14]([O:13][C:12]([NH:11][C@H:8]1[C:9]2[C:5](=[C:4]([F:19])[CH:3]=[C:2]([C:12]([O:13][CH3:14])=[O:18])[CH:10]=2)[CH2:6][CH2:7]1)=[O:18])([CH3:17])([CH3:16])[CH3:15]. Given the reactants Br[C:2]1[CH:10]=[C:9]2[C:5]([CH2:6][CH2:7][C@H:8]2[NH:11][C:12](=[O:18])[O:13][C:14]([CH3:17])([CH3:16])[CH3:15])=[C:4]([F:19])[CH:3]=1.C1(P(C2C=CC=CC=2)CCCP(C2C=CC=CC=2)C2C=CC=CC=2)C=CC=CC=1, predict the reaction product. (2) Given the reactants [NH2:1][C:2]1[CH:7]=[CH:6][CH:5]=[C:4]([F:8])[C:3]=1[OH:9].Cl[CH2:11][C:12](Cl)=[O:13].C([O-])([O-])=O.[K+].[K+], predict the reaction product. The product is: [F:8][C:4]1[C:3]2[O:9][CH2:11][C:12](=[O:13])[NH:1][C:2]=2[CH:7]=[CH:6][CH:5]=1. (3) Given the reactants [Br:1][C:2]1[C:7](=[O:8])[N:6]([CH2:9][C:10]2[CH:15]=[CH:14][C:13]([O:16][CH3:17])=[CH:12][CH:11]=2)[N:5]=[C:4]([C:18](OC)=[O:19])[CH:3]=1.[BH4-].[Na+].[Cl-].[Cl-].[Ca+2].[NH4+].[Cl-], predict the reaction product. The product is: [Br:1][C:2]1[C:7](=[O:8])[N:6]([CH2:9][C:10]2[CH:15]=[CH:14][C:13]([O:16][CH3:17])=[CH:12][CH:11]=2)[N:5]=[C:4]([CH2:18][OH:19])[CH:3]=1. (4) Given the reactants I[CH3:2].[CH3:3][N:4]1[CH:14]=[N:13][C:6]([CH2:7][C@@H:8]([C:10]([OH:12])=[O:11])[NH2:9])=[CH:5]1, predict the reaction product. The product is: [CH3:3][N:4]1[CH2:14][N:13]([CH3:2])[C:6]([CH2:7][C@@H:8]([C:10]([OH:12])=[O:11])[NH2:9])=[CH:5]1. (5) Given the reactants [Br:1][C:2]1[CH:7]=[C:6]([NH:8][C:9]2[CH:16]=[CH:15][C:12]([C:13]#[N:14])=[CH:11][CH:10]=2)[C:5]([N+:17]([O-])=O)=[CH:4][N:3]=1.Cl[Sn]Cl.O, predict the reaction product. The product is: [NH2:17][C:5]1[C:6]([NH:8][C:9]2[CH:16]=[CH:15][C:12]([C:13]#[N:14])=[CH:11][CH:10]=2)=[CH:7][C:2]([Br:1])=[N:3][CH:4]=1.